From a dataset of Full USPTO retrosynthesis dataset with 1.9M reactions from patents (1976-2016). Predict the reactants needed to synthesize the given product. (1) Given the product [CH3:16][O:8][C:7](=[O:9])[C:6]1[CH:10]=[C:2]([Br:1])[CH:3]=[N:4][CH:5]=1, predict the reactants needed to synthesize it. The reactants are: [Br:1][C:2]1[CH:3]=[N:4][CH:5]=[C:6]([CH:10]=1)[C:7]([OH:9])=[O:8].OS(O)(=O)=O.[CH3:16]O. (2) Given the product [S:1]1[C:5]2[CH:6]=[CH:7][CH:8]=[CH:9][C:4]=2[N:3]=[C:2]1[NH:10][C:11]1[CH:12]=[CH:13][C:14]([O:15][C:16]2[N:25]=[CH:24][CH:23]=[CH:22][C:17]=2[C:18]([OH:20])=[O:19])=[CH:26][CH:27]=1, predict the reactants needed to synthesize it. The reactants are: [S:1]1[C:5]2[CH:6]=[CH:7][CH:8]=[CH:9][C:4]=2[N:3]=[C:2]1[NH:10][C:11]1[CH:27]=[CH:26][C:14]([O:15][C:16]2[N:25]=[CH:24][CH:23]=[CH:22][C:17]=2[C:18]([O:20]C)=[O:19])=[CH:13][CH:12]=1.C1COCC1.O.[OH-].[Li+]. (3) Given the product [F:1][C:2]1[CH:7]=[C:6]([F:8])[CH:5]=[CH:4][C:3]=1[C:9]1[O:13][N:12]=[CH:11][C:10]=1[CH2:14][OH:15], predict the reactants needed to synthesize it. The reactants are: [F:1][C:2]1[CH:7]=[C:6]([F:8])[CH:5]=[CH:4][C:3]=1[C:9]1[O:13][N:12]=[CH:11][C:10]=1[C:14](OCC)=[O:15].[H-].C([Al+]CC(C)C)C(C)C.Cl. (4) The reactants are: [CH3:1][O:2][CH2:3][CH2:4]O.C1(P(C2C=CC=CC=2)C2C=CC=CC=2)C=CC=CC=1.N(C(OC(C)C)=O)=NC(OC(C)C)=O.[O:39]([C:46]1[C:51]([O:52][CH2:53][CH2:54][CH2:55][C:56]2[CH:61]=[CH:60][N:59]=[CH:58][C:57]=2[OH:62])=[CH:50][CH:49]=[CH:48][N:47]=1)[C:40]1[CH:45]=[CH:44][CH:43]=[CH:42][CH:41]=1. Given the product [O:39]([C:46]1[C:51]([O:52][CH2:53][CH2:54][CH2:55][C:56]2[CH:61]=[CH:60][N:59]=[CH:58][C:57]=2[O:62][CH2:4][CH2:3][O:2][CH3:1])=[CH:50][CH:49]=[CH:48][N:47]=1)[C:40]1[CH:45]=[CH:44][CH:43]=[CH:42][CH:41]=1, predict the reactants needed to synthesize it. (5) Given the product [S:21]([CH:10]([CH2:11][CH2:12][CH2:13][CH2:14][CH2:15][CH2:16][CH2:17][CH3:18])[CH2:9][CH2:8][CH2:7][CH2:6][CH2:5][CH2:4][CH2:3][CH2:2][C:1]([OH:20])=[O:19])([OH:24])(=[O:23])=[O:22], predict the reactants needed to synthesize it. The reactants are: [C:1]([OH:20])(=[O:19])[CH2:2][CH2:3][CH2:4][CH2:5][CH2:6][CH2:7][CH2:8]/[CH:9]=[CH:10]\[CH2:11][CH2:12][CH2:13][CH2:14][CH2:15][CH2:16][CH2:17][CH3:18].[S:21](S([O-])=O)([O-:24])(=[O:23])=[O:22].[Na+].[Na+].[OH-].[Na+].C1C(C(O[O-])=O)=CC=CC=1. (6) Given the product [C:1]([O:4][CH2:5][C:6]1[C:7]([N:21]2[CH2:33][CH2:32][N:24]3[C:25]4[CH2:26][CH2:27][CH2:28][CH2:29][C:30]=4[CH:31]=[C:23]3[C:22]2=[O:34])=[N:8][CH:9]=[CH:10][C:11]=1[C:40]1[CH:41]=[C:36]([Br:35])[C:37](=[O:44])[N:38]([CH3:43])[CH:39]=1)(=[O:3])[CH3:2], predict the reactants needed to synthesize it. The reactants are: [C:1]([O:4][CH2:5][C:6]1[C:7]([N:21]2[CH2:33][CH2:32][N:24]3[C:25]4[CH2:26][CH2:27][CH2:28][CH2:29][C:30]=4[CH:31]=[C:23]3[C:22]2=[O:34])=[N:8][CH:9]=[CH:10][C:11]=1B1OC(C)(C)C(C)(C)O1)(=[O:3])[CH3:2].[Br:35][C:36]1[C:37](=[O:44])[N:38]([CH3:43])[CH:39]=[C:40](I)[CH:41]=1.C([O-])(=O)C.[Na+].[O-]P([O-])([O-])=O.[K+].[K+].[K+].